This data is from Full USPTO retrosynthesis dataset with 1.9M reactions from patents (1976-2016). The task is: Predict the reactants needed to synthesize the given product. (1) Given the product [CH3:1][C:2]1([CH3:16])[CH2:7][C:6](=[O:8])[CH2:5][C:4]([CH3:9])([CH3:10])[N:3]1[CH2:11][C:12]([F:14])([F:15])[F:13], predict the reactants needed to synthesize it. The reactants are: [CH3:1][C:2]1([CH3:16])[CH2:7][CH:6]([OH:8])[CH2:5][C:4]([CH3:10])([CH3:9])[N:3]1[CH2:11][C:12]([F:15])([F:14])[F:13].C(Cl)Cl. (2) Given the product [CH3:30][B-:31]([C:36]#[N:37])([C:34]#[N:35])[C:32]#[N:33].[C:6]1([C:16]2[CH:17]=[C:12]([C:6]3[CH:7]=[CH:8][CH:9]=[CH:10][CH:11]=3)[CH:13]=[C:14]([C:18]3[CH:23]=[CH:22][CH:21]=[CH:20][CH:19]=3)[O+:15]=2)[CH:11]=[CH:10][CH:9]=[CH:8][CH:7]=1, predict the reactants needed to synthesize it. The reactants are: F[B-](F)(F)F.[C:6]1([C:12]2[CH:17]=[CH:16][O+:15]=[C:14]([C:18]3[CH:23]=[CH:22][CH:21]=[CH:20][CH:19]=3)[C:13]=2C2C=CC=CC=2)[CH:11]=[CH:10][CH:9]=[CH:8][CH:7]=1.[CH3:30][B-:31]([C:36]#[N:37])([C:34]#[N:35])[C:32]#[N:33].[K+]. (3) The reactants are: [F:1][C:2]1[CH:9]=[CH:8][C:5]([CH2:6][NH2:7])=[CH:4][CH:3]=1.[CH3:10][O:11][CH:12]([O:15][CH3:16])[CH:13]=O.C(O[BH-](OC(=O)C)OC(=O)C)(=O)C.[Na+].C(=O)(O)[O-].[Na+]. Given the product [F:1][C:2]1[CH:9]=[CH:8][C:5]([CH2:6][NH:7][CH2:13][CH:12]([O:15][CH3:16])[O:11][CH3:10])=[CH:4][CH:3]=1, predict the reactants needed to synthesize it.